This data is from Forward reaction prediction with 1.9M reactions from USPTO patents (1976-2016). The task is: Predict the product of the given reaction. (1) Given the reactants [CH3:1][Si](C=[N+]=[N-])(C)C.[Br:8][C:9]1[CH:14]=[CH:13][CH:12]=[CH:11][C:10]=1[CH2:15][CH2:16][C:17]([OH:19])=[O:18], predict the reaction product. The product is: [Br:8][C:9]1[CH:14]=[CH:13][CH:12]=[CH:11][C:10]=1[CH2:15][CH2:16][C:17]([O:19][CH3:1])=[O:18]. (2) Given the reactants Br.[C:2]1([N:8]2[CH2:12][C:11]3([CH2:17][CH2:16][NH:15][CH2:14][CH2:13]3)[O:10][C:9]2=[O:18])[CH:7]=[CH:6][CH:5]=[CH:4][CH:3]=1.Cl[C:20]1[NH:24][C:23]2[CH:25]=[C:26]([Cl:30])[C:27]([Cl:29])=[CH:28][C:22]=2[N:21]=1.C(N(C(C)C)CC)(C)C, predict the reaction product. The product is: [Cl:29][C:27]1[C:26]([Cl:30])=[CH:25][C:23]2[NH:24][C:20]([N:15]3[CH2:14][CH2:13][C:11]4([O:10][C:9](=[O:18])[N:8]([C:2]5[CH:3]=[CH:4][CH:5]=[CH:6][CH:7]=5)[CH2:12]4)[CH2:17][CH2:16]3)=[N:21][C:22]=2[CH:28]=1. (3) The product is: [OH:24][CH2:25][C:26]([NH:30][S:31]([C:34]1[CH:35]=[N:36][CH:37]=[C:38]([C:23]#[C:22][C:21]2[CH:20]=[N:19][N:12]3[C:13]([C:15]([F:16])([F:17])[F:18])=[CH:14][C:9]([C:4]4[CH:5]=[CH:6][C:7]([Cl:8])=[C:2]([Cl:1])[CH:3]=4)=[N:10][C:11]=23)[CH:39]=1)(=[O:33])=[O:32])([CH2:28][OH:29])[CH3:27]. Given the reactants [Cl:1][C:2]1[CH:3]=[C:4]([C:9]2[CH:14]=[C:13]([C:15]([F:18])([F:17])[F:16])[N:12]3[N:19]=[CH:20][C:21]([C:22]#[CH:23])=[C:11]3[N:10]=2)[CH:5]=[CH:6][C:7]=1[Cl:8].[OH:24][CH2:25][C:26]([NH:30][S:31]([C:34]1[CH:35]=[N:36][CH:37]=[C:38](Br)[CH:39]=1)(=[O:33])=[O:32])([CH2:28][OH:29])[CH3:27], predict the reaction product. (4) Given the reactants [CH2:1]([O:4][N:5]=[C:6]1[CH2:10][N:9]([C:11]([O:13]C(C)(C)C)=O)[C@H:8]([C:18]([OH:20])=O)[CH2:7]1)[CH:2]=[CH2:3].[CH3:21][O:22][CH2:23]C(Cl)=O.[CH2:27]([N:29]1[C:41]2[CH:40]=[CH:39][C:38]([NH2:42])=[CH:37][C:36]=2[C:35]2[C:30]1=[CH:31][CH:32]=[CH:33][CH:34]=2)[CH3:28], predict the reaction product. The product is: [CH2:1]([O:4][N:5]=[C:6]1[CH2:10][N:9]([C:11](=[O:13])[CH2:23][O:22][CH3:21])[C@H:8]([C:18]([NH:42][C:38]2[CH:39]=[CH:40][C:41]3[N:29]([CH2:27][CH3:28])[C:30]4[C:35]([C:36]=3[CH:37]=2)=[CH:34][CH:33]=[CH:32][CH:31]=4)=[O:20])[CH2:7]1)[CH:2]=[CH2:3]. (5) Given the reactants [CH2:1]([N:3]1[CH2:8][CH2:7][N:6]([CH2:9][C:10]2[CH:19]=[CH:18][C:13]([C:14]([O:16]C)=[O:15])=[CH:12][C:11]=2[C:20]([F:23])([F:22])[F:21])[CH2:5][CH2:4]1)[CH3:2].[OH-].[Na+], predict the reaction product. The product is: [CH2:1]([N:3]1[CH2:8][CH2:7][N:6]([CH2:9][C:10]2[CH:19]=[CH:18][C:13]([C:14]([OH:16])=[O:15])=[CH:12][C:11]=2[C:20]([F:23])([F:21])[F:22])[CH2:5][CH2:4]1)[CH3:2]. (6) Given the reactants [Cl:1][C:2]1[S:6][C:5]([CH:7]2[CH2:12][CH2:11][N:10]([C:13](=[O:24])[CH2:14][N:15]3[C:19]4=NC=CC=[C:18]4N=C3)[CH2:9][CH2:8]2)=[N:4][C:3]=1[C:25]1[CH:30]=[C:29]([C:31]([CH3:34])([CH3:33])[CH3:32])[C:28]([O:35][CH3:36])=[C:27]([C:37]([CH3:40])([CH3:39])[CH3:38])[CH:26]=1.C(N(C(C)C)CC)(C)C.CCN=C=[N:54][CH2:55][CH2:56][CH2:57]N(C)C.CC#N.[C:64]([OH:70])([C:66](F)(F)F)=[O:65], predict the reaction product. The product is: [Cl:1][C:2]1[S:6][C:5]([CH:7]2[CH2:12][CH2:11][N:10]([C:13](=[O:24])[CH2:14][N:15]3[C:19]([CH3:18])=[C:56]([CH3:57])[C:55]([CH2:66][C:64]([OH:70])=[O:65])=[N:54]3)[CH2:9][CH2:8]2)=[N:4][C:3]=1[C:25]1[CH:26]=[C:27]([C:37]([CH3:39])([CH3:38])[CH3:40])[C:28]([O:35][CH3:36])=[C:29]([C:31]([CH3:34])([CH3:33])[CH3:32])[CH:30]=1. (7) Given the reactants [C:1]([O:5][C:6](=[O:36])[NH:7][C:8]1([C:12]2[CH:17]=[CH:16][C:15](C3C(=O)C4C(=CC=C(F)C=4)OC=3C3C=CC=CC=3)=[CH:14][CH:13]=2)[CH2:11][CH2:10][CH2:9]1)([CH3:4])([CH3:3])[CH3:2].I[C:38]1[C:47](=[O:48])[C:46]2[C:41](=[C:42]([O:52][CH3:53])[C:43]([N+:49]([O-:51])=[O:50])=[CH:44][CH:45]=2)[O:40][C:39]=1[C:54]1[CH:59]=[CH:58][CH:57]=[CH:56][CH:55]=1, predict the reaction product. The product is: [C:1]([O:5][C:6](=[O:36])[NH:7][C:8]1([C:12]2[CH:13]=[CH:14][C:15]([C:38]3[C:47](=[O:48])[C:46]4[C:41](=[C:42]([O:52][CH3:53])[C:43]([N+:49]([O-:51])=[O:50])=[CH:44][CH:45]=4)[O:40][C:39]=3[C:54]3[CH:59]=[CH:58][CH:57]=[CH:56][CH:55]=3)=[CH:16][CH:17]=2)[CH2:9][CH2:10][CH2:11]1)([CH3:4])([CH3:2])[CH3:3]. (8) Given the reactants [C:1]1([C:3](=[CH:5][CH:6]=[CH:7][CH:8]=1)[OH:4])[OH:2].[C:9]1(=O)[CH2:14][CH2:13][CH2:12][CH2:11][CH2:10]1, predict the reaction product. The product is: [C:9]12([O:4][C:3]3[CH:5]=[CH:6][CH:7]=[CH:8][C:1]=3[O:2]1)[CH2:14][CH2:13][CH2:12][CH2:11][CH2:10]2. (9) Given the reactants [F:1][C:2]1([F:28])[CH2:27][C:6]2[S:7][C:8]([NH:16][C:17]([C:19]3[CH2:23][CH2:22][CH2:21][C:20]=3[C:24]([OH:26])=[O:25])=[O:18])=[C:9]([C:10]3[S:11][CH:12]=[C:13]([CH3:15])[N:14]=3)[C:5]=2[CH2:4][CH2:3]1.[C@@H:29]12C(=O)OC(=O)[C@H]1CCCC2, predict the reaction product. The product is: [F:28][C:2]1([F:1])[CH2:27][C:6]2[S:7][C:8]([NH:16][C:17]([CH:19]3[CH2:29][CH2:23][CH2:22][CH2:21][CH:20]3[C:24]([OH:26])=[O:25])=[O:18])=[C:9]([C:10]3[S:11][CH:12]=[C:13]([CH3:15])[N:14]=3)[C:5]=2[CH2:4][CH2:3]1.